Dataset: Full USPTO retrosynthesis dataset with 1.9M reactions from patents (1976-2016). Task: Predict the reactants needed to synthesize the given product. (1) Given the product [O:52]([CH2:51][CH2:50][O:49][CH2:48][CH2:47][NH:46][C:10]([C:2]1([F:1])[CH2:9][CH2:8][CH2:7][CH2:6][CH2:5][C:4]#[C:3]1)=[O:12])[CH2:53][CH2:54][O:55][CH2:56][CH2:57][NH:58][C:62]([C:20]1([F:39])[CH2:19][CH2:21][CH2:33][CH2:34][CH2:35][C:36]#[C:31]1)=[O:63], predict the reactants needed to synthesize it. The reactants are: [F:1][C:2]1([C:10]([OH:12])=O)[CH2:9][CH2:8][CH2:7][CH2:6][CH2:5][C:4]#[C:3]1.CCN([CH:19]([CH3:21])[CH3:20])C(C)C.CN(C(ON1N=NC2[CH:33]=[CH:34][CH:35]=[CH:36][C:31]1=2)=[N+](C)C)C.[F:39][P-](F)(F)(F)(F)F.[NH2:46][CH2:47][CH2:48][O:49][CH2:50][CH2:51][O:52][CH2:53][CH2:54][O:55][CH2:56][CH2:57][NH2:58].CN([CH:62]=[O:63])C. (2) The reactants are: [C:1]([O:4][C@@H:5]1[C@@H:10]([O:11][C:12](=[O:14])[CH3:13])[C@H:9]([O:15][C:16](=[O:18])[CH3:17])[C@@H:8]([CH2:19][O:20][C:21](=[O:23])[CH3:22])[O:7][C@H:6]1[O:24][C:25]1[C:29]([CH2:30][C:31]2[CH:36]=[CH:35][C:34]([O:37][CH2:38][CH2:39][CH2:40][O:41]CC3C=CC=CC=3)=[CH:33][CH:32]=2)=[C:28]([CH:49]([CH3:51])[CH3:50])[NH:27][N:26]=1)(=[O:3])[CH3:2]. Given the product [C:1]([O:4][C@@H:5]1[C@@H:10]([O:11][C:12](=[O:14])[CH3:13])[C@H:9]([O:15][C:16](=[O:18])[CH3:17])[C@@H:8]([CH2:19][O:20][C:21](=[O:23])[CH3:22])[O:7][C@H:6]1[O:24][C:25]1[C:29]([CH2:30][C:31]2[CH:36]=[CH:35][C:34]([O:37][CH2:38][CH2:39][CH2:40][OH:41])=[CH:33][CH:32]=2)=[C:28]([CH:49]([CH3:51])[CH3:50])[NH:27][N:26]=1)(=[O:3])[CH3:2], predict the reactants needed to synthesize it. (3) Given the product [N+:21]([C:24]1[CH:25]=[CH:26][C:27]([NH:15][C:20](=[O:34])[C:11]2[CH:12]=[CH:13][C:8]([NH:7][C:4]3[CH:5]=[CH:6][N:1]=[CH:2][CH:3]=3)=[CH:9][CH:10]=2)=[CH:31][CH:32]=1)([O-:23])=[O:22], predict the reactants needed to synthesize it. The reactants are: [N:1]1[CH:6]=[CH:5][C:4]([NH:7][C:8]2[CH:13]=[CH:12][C:11](N)=[CH:10][CH:9]=2)=[CH:3][CH:2]=1.[N:15]1[CH:20]=CC=CC=1.[N+:21]([C:24]1[CH:32]=[CH:31][C:27](C(Cl)=O)=[CH:26][CH:25]=1)([O-:23])=[O:22].N.[O:34]1CCOCC1.